From a dataset of NCI-60 drug combinations with 297,098 pairs across 59 cell lines. Regression. Given two drug SMILES strings and cell line genomic features, predict the synergy score measuring deviation from expected non-interaction effect. (1) Drug 1: CC12CCC(CC1=CCC3C2CCC4(C3CC=C4C5=CN=CC=C5)C)O. Drug 2: CS(=O)(=O)CCNCC1=CC=C(O1)C2=CC3=C(C=C2)N=CN=C3NC4=CC(=C(C=C4)OCC5=CC(=CC=C5)F)Cl. Cell line: SK-OV-3. Synergy scores: CSS=14.7, Synergy_ZIP=-4.98, Synergy_Bliss=3.83, Synergy_Loewe=-7.76, Synergy_HSA=2.82. (2) Drug 1: CCC(=C(C1=CC=CC=C1)C2=CC=C(C=C2)OCCN(C)C)C3=CC=CC=C3.C(C(=O)O)C(CC(=O)O)(C(=O)O)O. Drug 2: CN1C(=O)N2C=NC(=C2N=N1)C(=O)N. Cell line: SNB-75. Synergy scores: CSS=2.90, Synergy_ZIP=-0.314, Synergy_Bliss=1.88, Synergy_Loewe=-1.35, Synergy_HSA=0.0483. (3) Drug 1: CN1C(=O)N2C=NC(=C2N=N1)C(=O)N. Drug 2: C(CCl)NC(=O)N(CCCl)N=O. Cell line: SN12C. Synergy scores: CSS=8.40, Synergy_ZIP=-0.0447, Synergy_Bliss=7.60, Synergy_Loewe=1.20, Synergy_HSA=4.77. (4) Drug 1: C1=CC(=CC=C1CCC2=CNC3=C2C(=O)NC(=N3)N)C(=O)NC(CCC(=O)O)C(=O)O. Drug 2: CC1C(C(CC(O1)OC2CC(OC(C2O)C)OC3=CC4=CC5=C(C(=O)C(C(C5)C(C(=O)C(C(C)O)O)OC)OC6CC(C(C(O6)C)O)OC7CC(C(C(O7)C)O)OC8CC(C(C(O8)C)O)(C)O)C(=C4C(=C3C)O)O)O)O. Cell line: BT-549. Synergy scores: CSS=20.0, Synergy_ZIP=3.32, Synergy_Bliss=11.1, Synergy_Loewe=7.46, Synergy_HSA=10.0. (5) Drug 1: C1C(C(OC1N2C=NC3=C(N=C(N=C32)Cl)N)CO)O. Drug 2: C1CN(CCN1C(=O)CCBr)C(=O)CCBr. Cell line: TK-10. Synergy scores: CSS=25.6, Synergy_ZIP=-8.37, Synergy_Bliss=0.639, Synergy_Loewe=-30.1, Synergy_HSA=2.76. (6) Drug 1: CC1C(C(=O)NC(C(=O)N2CCCC2C(=O)N(CC(=O)N(C(C(=O)O1)C(C)C)C)C)C(C)C)NC(=O)C3=C4C(=C(C=C3)C)OC5=C(C(=O)C(=C(C5=N4)C(=O)NC6C(OC(=O)C(N(C(=O)CN(C(=O)C7CCCN7C(=O)C(NC6=O)C(C)C)C)C)C(C)C)C)N)C. Drug 2: CN(CC1=CN=C2C(=N1)C(=NC(=N2)N)N)C3=CC=C(C=C3)C(=O)NC(CCC(=O)O)C(=O)O. Cell line: BT-549. Synergy scores: CSS=9.37, Synergy_ZIP=-6.51, Synergy_Bliss=-5.13, Synergy_Loewe=-7.08, Synergy_HSA=-4.61. (7) Synergy scores: CSS=41.9, Synergy_ZIP=0.0767, Synergy_Bliss=-1.56, Synergy_Loewe=-32.4, Synergy_HSA=-0.634. Cell line: SK-MEL-2. Drug 2: C1CCC(C(C1)N)N.C(=O)(C(=O)[O-])[O-].[Pt+4]. Drug 1: CC1=C2C(C(=O)C3(C(CC4C(C3C(C(C2(C)C)(CC1OC(=O)C(C(C5=CC=CC=C5)NC(=O)OC(C)(C)C)O)O)OC(=O)C6=CC=CC=C6)(CO4)OC(=O)C)OC)C)OC.